From a dataset of Full USPTO retrosynthesis dataset with 1.9M reactions from patents (1976-2016). Predict the reactants needed to synthesize the given product. (1) Given the product [OH:21][NH:20][C:18]([C:13]1[CH:14]=[C:15]2[C:10](=[CH:11][CH:12]=1)[CH2:9][N:8]([C:6]([CH:3]1[CH2:4][CH2:5][O:1][CH2:2]1)=[O:7])[CH2:17][CH2:16]2)=[O:19], predict the reactants needed to synthesize it. The reactants are: [O:1]1[CH2:5][CH2:4][CH:3]([C:6]([N:8]2[CH2:17][CH2:16][C:15]3[C:10](=[CH:11][CH:12]=[C:13]([C:18]([NH:20][O:21]C4CCCCO4)=[O:19])[CH:14]=3)[CH2:9]2)=[O:7])[CH2:2]1.Cl. (2) Given the product [Cl:1][C:2]1[C:3]2[N:21]=[N:22][N:9]([CH2:10][C:11]3[CH:16]=[C:15]([O:17][CH3:18])[CH:14]=[CH:13][C:12]=3[O:19][CH3:20])[C:4]=2[N:5]=[C:6]([NH2:8])[N:7]=1, predict the reactants needed to synthesize it. The reactants are: [Cl:1][C:2]1[N:7]=[C:6]([NH2:8])[N:5]=[C:4]([NH:9][CH2:10][C:11]2[CH:16]=[C:15]([O:17][CH3:18])[CH:14]=[CH:13][C:12]=2[O:19][CH3:20])[C:3]=1[NH2:21].[N:22]([O-])=O.[Na+]. (3) Given the product [Br:1][C:2]1[CH:7]=[CH:6][CH:5]=[C:4]([N+:8]([O-:10])=[O:9])[C:3]=1[CH2:17][NH2:18], predict the reactants needed to synthesize it. The reactants are: [Br:1][C:2]1[CH:7]=[CH:6][CH:5]=[C:4]([N+:8]([O-:10])=[O:9])[C:3]=1F.CN.CO.C[CH2:17][N:18](C(C)C)C(C)C. (4) Given the product [F:40][C:31]1[CH:30]=[CH:29][C:28]([CH:25]2[CH2:24][CH2:23][N:22]([CH2:21][CH2:20][CH2:19][NH:18][C:8](=[O:10])[C:7]([C:1]3[CH:2]=[CH:3][CH:4]=[CH:5][CH:6]=3)([C:12]3[CH:17]=[CH:16][CH:15]=[CH:14][CH:13]=3)[CH3:11])[CH2:27][CH2:26]2)=[CH:33][C:32]=1[NH:34][C:35](=[O:39])[CH:36]([CH3:37])[CH3:38], predict the reactants needed to synthesize it. The reactants are: [C:1]1([C:7]([C:12]2[CH:17]=[CH:16][CH:15]=[CH:14][CH:13]=2)([CH3:11])[C:8]([OH:10])=O)[CH:6]=[CH:5][CH:4]=[CH:3][CH:2]=1.[NH2:18][CH2:19][CH2:20][CH2:21][N:22]1[CH2:27][CH2:26][CH:25]([C:28]2[CH:29]=[CH:30][C:31]([F:40])=[C:32]([NH:34][C:35](=[O:39])[CH:36]([CH3:38])[CH3:37])[CH:33]=2)[CH2:24][CH2:23]1. (5) Given the product [CH3:36][C:32]1([CH3:37])[CH2:31][CH2:30][C:29]([CH3:38])([CH3:39])[C:28]2[CH:27]=[C:26]([C:24]3[N:25]=[C:21]([CH:18]4[CH2:17][CH2:16][N:15]([CH2:13][C@@H:9]5[C@@H:8]([OH:7])[CH2:12][CH2:11][NH:10]5)[CH2:20][CH2:19]4)[S:22][CH:23]=3)[CH:35]=[CH:34][C:33]1=2, predict the reactants needed to synthesize it. The reactants are: [H-].[Al+3].[Li+].[H-].[H-].[H-].[OH:7][C@H:8]1[CH2:12][CH2:11][NH:10][C@@H:9]1[C:13]([N:15]1[CH2:20][CH2:19][CH:18]([C:21]2[S:22][CH:23]=[C:24]([C:26]3[CH:35]=[CH:34][C:33]4[C:32]([CH3:37])([CH3:36])[CH2:31][CH2:30][C:29]([CH3:39])([CH3:38])[C:28]=4[CH:27]=3)[N:25]=2)[CH2:17][CH2:16]1)=O. (6) The reactants are: [F:1][C:2]([F:19])([F:18])[CH:3]([C:5]1[CH:10]=[CH:9][CH:8]=[C:7]([CH:11]2[CH2:16][CH2:15][NH:14][CH2:13][CH2:12]2)[C:6]=1[F:17])[OH:4].C(=O)([O-])[O-].[K+].[K+].I[CH2:27][CH3:28].CS(OC1C=CC=C(C2CCNCC2)C=1F)(=O)=O. Given the product [CH2:27]([N:14]1[CH2:13][CH2:12][CH:11]([C:7]2[C:6]([F:17])=[C:5]([CH:3]([OH:4])[C:2]([F:1])([F:18])[F:19])[CH:10]=[CH:9][CH:8]=2)[CH2:16][CH2:15]1)[CH3:28], predict the reactants needed to synthesize it.